This data is from Full USPTO retrosynthesis dataset with 1.9M reactions from patents (1976-2016). The task is: Predict the reactants needed to synthesize the given product. (1) The reactants are: C([O:5][C:6](=[O:45])[C:7]([O:10]/[N:11]=[C:12](/[C:32]1[N:33]=[C:34]([NH:37]C(OC(C)(C)C)=O)[S:35][CH:36]=1)\[C:13]([NH:15][C@H:16]1[C@@H:19]([CH2:20][N:21]2[CH2:25][CH2:24][O:23][C:22]2=[O:26])[N:18]([S:27]([OH:30])(=[O:29])=[O:28])[C:17]1=[O:31])=[O:14])([CH3:9])[CH3:8])(C)(C)C.C(O)(C(F)(F)F)=O. Given the product [NH2:37][C:34]1[S:35][CH:36]=[C:32](/[C:12](=[N:11]/[O:10][C:7]([CH3:9])([CH3:8])[C:6]([OH:45])=[O:5])/[C:13](=[O:14])[NH:15][C@H:16]2[C@@H:19]([CH2:20][N:21]3[CH2:25][CH2:24][O:23][C:22]3=[O:26])[N:18]([S:27]([OH:30])(=[O:29])=[O:28])[C:17]2=[O:31])[N:33]=1, predict the reactants needed to synthesize it. (2) The reactants are: [Si]([O:8][C@@H:9]1[CH2:13][CH2:12][N:11]([C:14]([C:16]2[CH:21]=[CH:20][C:19]([C:22]3[CH:23]=[CH:24][C:25]4=[C:26]([CH:49]=3)[N:27]=[C:28]([NH:41][C:42](=[O:48])[O:43][C:44]([CH3:47])([CH3:46])[CH3:45])[CH2:29][C:30]([C:32](=[O:40])[N:33]([CH2:37][CH2:38][CH3:39])[CH2:34][CH2:35][CH3:36])=[CH:31]4)=[CH:18][CH:17]=2)=[O:15])[CH2:10]1)(C(C)(C)C)(C)C.CCCC[N+](CCCC)(CCCC)CCCC.[F-]. Given the product [CH2:37]([N:33]([CH2:34][CH2:35][CH3:36])[C:32]([C:30]1=[CH:31][C:25]2[CH:24]=[CH:23][C:22]([C:19]3[CH:20]=[CH:21][C:16]([C:14]([N:11]4[CH2:12][CH2:13][C@@H:9]([OH:8])[CH2:10]4)=[O:15])=[CH:17][CH:18]=3)=[CH:49][C:26]=2[N:27]=[C:28]([NH:41][C:42](=[O:48])[O:43][C:44]([CH3:47])([CH3:46])[CH3:45])[CH2:29]1)=[O:40])[CH2:38][CH3:39], predict the reactants needed to synthesize it. (3) Given the product [F:28][P-:29]([F:34])([F:33])([F:32])([F:31])[F:30].[CH2:3]([N+:5]1([CH2:11][CH2:12][O:13][CH2:14][CH2:15][O:16][CH2:17][CH2:18][CH:19]2[O:24][CH2:23][CH2:22][NH+:21]([CH2:25][CH3:26])[CH2:20]2)[CH2:6][CH2:7][O:8][CH2:9][CH2:10]1)[CH3:4].[F:28][P-:29]([F:34])([F:33])([F:32])([F:31])[F:30], predict the reactants needed to synthesize it. The reactants are: [Br-].[Br-].[CH2:3]([N+:5]1([CH2:11][CH2:12][O:13][CH2:14][CH2:15][O:16][CH2:17][CH2:18][CH:19]2[O:24][CH2:23][CH2:22][NH+:21]([CH2:25][CH3:26])[CH2:20]2)[CH2:10][CH2:9][O:8][CH2:7][CH2:6]1)[CH3:4].[Li+].[F:28][P-:29]([F:34])([F:33])([F:32])([F:31])[F:30]. (4) Given the product [NH2:19][C:11]1[O:12][C@H:13]([C:15]([F:17])([F:18])[F:16])[CH2:14][C@:9]([C:3]2[CH:4]=[C:5]([OH:8])[CH:6]=[CH:7][C:2]=2[F:1])([CH2:28][F:29])[N:10]=1, predict the reactants needed to synthesize it. The reactants are: [F:1][C:2]1[CH:7]=[CH:6][C:5]([OH:8])=[CH:4][C:3]=1[C@:9]1([CH2:28][F:29])[CH2:14][C@@H:13]([C:15]([F:18])([F:17])[F:16])[O:12][C:11]([NH:19]C(=O)C2C=CC=CC=2)=[N:10]1.N12CCCN=C1CCCCC2. (5) Given the product [Cl:1][C:2]1[CH:20]=[CH:19][C:5]2[N:6]([CH3:18])[C:7](=[O:17])[CH2:8][N:9]3[C:28](=[O:29])[C@@H:27]([O:26][C:25]4[CH:31]=[C:32]([O:34][CH3:35])[CH:33]=[C:23]([O:22][CH3:21])[CH:24]=4)[C@:10]3([C:11]3[CH:16]=[CH:15][CH:14]=[CH:13][CH:12]=3)[C:4]=2[CH:3]=1, predict the reactants needed to synthesize it. The reactants are: [Cl:1][C:2]1[CH:20]=[CH:19][C:5]2[N:6]([CH3:18])[C:7](=[O:17])[CH2:8][N:9]=[C:10]([C:11]3[CH:16]=[CH:15][CH:14]=[CH:13][CH:12]=3)[C:4]=2[CH:3]=1.[CH3:21][O:22][C:23]1[CH:24]=[C:25]([CH:31]=[C:32]([O:34][CH3:35])[CH:33]=1)[O:26][CH2:27][C:28](O)=[O:29]. (6) Given the product [CH3:29][C:30]1[N:31]=[C:32]2[CH:37]=[CH:36][CH:35]=[CH:34][N:33]2[C:38]=1[CH:39]=[CH:9][O:10][CH2:11][CH2:12][Si:13]([CH3:14])([CH3:15])[CH3:16], predict the reactants needed to synthesize it. The reactants are: [Cl-].C1([P+](C2C=CC=CC=2)(C2C=CC=CC=2)[CH2:9][O:10][CH2:11][CH2:12][Si:13]([CH3:16])([CH3:15])[CH3:14])C=CC=CC=1.[CH3:29][C:30]1[N:31]=[C:32]2[CH:37]=[CH:36][CH:35]=[CH:34][N:33]2[C:38]=1[CH:39]=O.